This data is from Forward reaction prediction with 1.9M reactions from USPTO patents (1976-2016). The task is: Predict the product of the given reaction. (1) Given the reactants Cl[CH2:2][CH2:3][O:4][C:5]1[CH:6]=[C:7]2[C:12](=[CH:13][C:14]=1[O:15][CH3:16])[N:11]=[C:10]([C:17]1[CH:22]=[CH:21][C:20]([C:23]3[CH:28]=[CH:27][CH:26]=[CH:25][CH:24]=3)=[C:19]([F:29])[CH:18]=1)[N:9]=[C:8]2[NH:30][C:31]1[CH:32]=[C:33]2[C:37](=[CH:38][CH:39]=1)[N:36](C([O-])=O)[N:35]=[CH:34]2.[CH3:43][NH:44][CH3:45].O, predict the reaction product. The product is: [CH3:43][N:44]([CH3:45])[CH2:2][CH2:3][O:4][C:5]1[CH:6]=[C:7]2[C:12](=[CH:13][C:14]=1[O:15][CH3:16])[N:11]=[C:10]([C:17]1[CH:22]=[CH:21][C:20]([C:23]3[CH:28]=[CH:27][CH:26]=[CH:25][CH:24]=3)=[C:19]([F:29])[CH:18]=1)[N:9]=[C:8]2[NH:30][C:31]1[CH:32]=[C:33]2[C:37](=[CH:38][CH:39]=1)[NH:36][N:35]=[CH:34]2. (2) Given the reactants CS(O[CH2:6][C:7]1[CH:12]=[CH:11][CH:10]=[CH:9][C:8]=1[F:13])(=O)=O.[CH3:14][NH:15][CH2:16][CH2:17][OH:18], predict the reaction product. The product is: [F:13][C:8]1[CH:9]=[CH:10][CH:11]=[CH:12][C:7]=1[CH2:6][N:15]([CH2:16][CH2:17][OH:18])[CH3:14].